This data is from Full USPTO retrosynthesis dataset with 1.9M reactions from patents (1976-2016). The task is: Predict the reactants needed to synthesize the given product. (1) Given the product [Br:12][C:13]1[CH:18]=[CH:17][C:16]([Cl:19])=[CH:15][C:14]=1[CH2:20][N:2]1[N:3]=[CH:4][CH:5]=[N:1]1, predict the reactants needed to synthesize it. The reactants are: [N:1]1[NH:2][N:3]=[CH:4][CH:5]=1.C(=O)([O-])[O-].[K+].[K+].[Br:12][C:13]1[CH:18]=[CH:17][C:16]([Cl:19])=[CH:15][C:14]=1[CH2:20]Br.O. (2) Given the product [CH2:1]([O:8][C:9]1[CH:14]=[CH:13][C:12]([C:15]2[CH:16]=[N:17][C:18]3[N:19]([N:22]=[CH:23][C:24]=3[C:25]#[N:26])[C:20]=2[N:33]2[CH2:38][CH2:37][O:36][CH2:35][CH2:34]2)=[CH:11][CH:10]=1)[C:2]1[CH:7]=[CH:6][CH:5]=[CH:4][CH:3]=1, predict the reactants needed to synthesize it. The reactants are: [CH2:1]([O:8][C:9]1[CH:14]=[CH:13][C:12]([C:15]2[CH:16]=[N:17][C:18]3[N:19]([N:22]=[CH:23][C:24]=3[C:25]#[N:26])[C:20]=2Cl)=[CH:11][CH:10]=1)[C:2]1[CH:7]=[CH:6][CH:5]=[CH:4][CH:3]=1.C(=O)([O-])[O-].[K+].[K+].[NH:33]1[CH2:38][CH2:37][O:36][CH2:35][CH2:34]1. (3) Given the product [F:24][C:25]1[CH:30]=[CH:29][C:28]([S:31]([NH:1][C:2]2[CH:7]=[N:6][CH:5]=[C:4]([C:8]3[S:12][C:11]([C:13]4[CH:14]=[C:15]5[C:19](=[CH:20][CH:21]=4)[C:18](=[O:22])[N:17]([CH3:23])[CH2:16]5)=[CH:10][CH:9]=3)[CH:3]=2)(=[O:32])=[O:33])=[CH:27][C:26]=1[C:35]([F:38])([F:36])[F:37], predict the reactants needed to synthesize it. The reactants are: [NH2:1][C:2]1[CH:3]=[C:4]([C:8]2[S:12][C:11]([C:13]3[CH:14]=[C:15]4[C:19](=[CH:20][CH:21]=3)[C:18](=[O:22])[N:17]([CH3:23])[CH2:16]4)=[CH:10][CH:9]=2)[CH:5]=[N:6][CH:7]=1.[F:24][C:25]1[CH:30]=[CH:29][C:28]([S:31](Cl)(=[O:33])=[O:32])=[CH:27][C:26]=1[C:35]([F:38])([F:37])[F:36]. (4) Given the product [CH3:26][N:27]([CH3:28])[CH2:2][CH2:3][N:4]1[C:9]([CH3:10])=[C:8]([CH2:11][CH3:12])[C:7](=[O:13])[N:6]2[N:14]=[CH:15][C:16]([C:17]#[N:18])=[C:5]12, predict the reactants needed to synthesize it. The reactants are: Br[CH2:2][CH2:3][N:4]1[C:9]([CH3:10])=[C:8]([CH2:11][CH3:12])[C:7](=[O:13])[N:6]2[N:14]=[CH:15][C:16]([C:17]#[N:18])=[C:5]12.C(=O)([O-])[O-].[K+].[K+].Cl.[CH3:26][NH:27][CH3:28]. (5) The reactants are: [C:1]1([S:7]([N:10]2C3C=CC=C(C=O)C=3[CH:12]=[N:11]2)(=[O:9])=[O:8])[CH:6]=[CH:5][CH:4]=[CH:3][CH:2]=1.[C:21]1([C:27]2C(C3C=CC=CC=3)=[C:29]([NH:33][CH:34](P(=O)([O-])[O-])[C:35]3C=CN=CC=3)[CH:30]=[CH:31][CH:32]=2)[CH:26]=[CH:25][CH:24]=[CH:23][CH:22]=1.C(=O)([O-])[O-:52].[Cs+].[Cs+].Cl. Given the product [C:1]1([S:7]([N:10]2[C:25]3[C:26](=[C:21]([CH2:27][C:32]([C:31]4[CH:30]=[CH:29][N:33]=[CH:34][CH:35]=4)=[O:52])[CH:22]=[CH:23][CH:24]=3)[CH:12]=[N:11]2)(=[O:8])=[O:9])[CH:2]=[CH:3][CH:4]=[CH:5][CH:6]=1, predict the reactants needed to synthesize it. (6) Given the product [CH2:1]([C@H:3]1[C@@H:7]([CH2:8][OH:9])[CH2:6][C@H:5]([CH2:10][C:11]([O:13][CH2:14][CH3:15])=[O:12])[CH2:4]1)[CH3:2], predict the reactants needed to synthesize it. The reactants are: [CH2:1]([C@H:3]1[C@@H:7]([CH2:8][OH:9])[CH2:6][C:5](=[CH:10][C:11]([O:13][CH2:14][CH3:15])=[O:12])[CH2:4]1)[CH3:2]. (7) Given the product [Br:1][C:2]1[CH:7]=[CH:6][C:5]([C:8]([CH3:12])([CH3:9])[C:41]#[N:39])=[C:4]([F:11])[CH:3]=1, predict the reactants needed to synthesize it. The reactants are: [Br:1][C:2]1[CH:7]=[CH:6][C:5]([CH2:8][C:9]#N)=[C:4]([F:11])[CH:3]=1.[CH3:12]OS(C1C=CC(C)=CC=1)(=O)=O.CC([O-])(C)C.[Na+].C1N2CCN(CC2)C1.C[N:39]([CH:41]=O)C.